Dataset: Forward reaction prediction with 1.9M reactions from USPTO patents (1976-2016). Task: Predict the product of the given reaction. (1) Given the reactants [CH3:1][C:2]([O-:5])(C)[CH3:3].[K+].[Br:7][C:8]1[CH:9]=[C:10]2[C:14](=[CH:15][CH:16]=1)[NH:13][C:12](C(OCC)=O)=[CH:11]2.C(OC)(=O)C=C.Cl, predict the reaction product. The product is: [Br:7][C:8]1[CH:16]=[CH:15][C:14]2[N:13]3[CH2:12][CH2:1][C:2](=[O:5])[C:3]3=[CH:11][C:10]=2[CH:9]=1. (2) Given the reactants [CH3:1][C:2]1([CH3:10])[C:6](=[O:7])[CH2:5][C:4]([CH3:9])([CH3:8])[O:3]1.C[O-].[Na+].[Cl:14][C:15]1[CH:20]=[C:19]([Cl:21])[CH:18]=[CH:17][C:16]=1[C:22]1[CH:27]=[CH:26][C:25]([CH2:28][CH3:29])=[C:24]([CH:30]=O)[CH:23]=1.Cl, predict the reaction product. The product is: [Cl:14][C:15]1[CH:20]=[C:19]([Cl:21])[CH:18]=[CH:17][C:16]=1[C:22]1[CH:27]=[CH:26][C:25]([CH2:28][CH3:29])=[C:24]([CH:30]=[C:5]2[C:4]([CH3:9])([CH3:8])[O:3][C:2]([CH3:10])([CH3:1])[C:6]2=[O:7])[CH:23]=1. (3) The product is: [CH:24]([CH:8]1[C:2](=[O:1])[CH2:3][CH2:4][N:5]([C:9]([O:11][C:12]([CH3:15])([CH3:14])[CH3:13])=[O:10])[CH2:6][CH2:7]1)=[O:25]. Given the reactants [O:1]=[C:2]1[CH2:8][CH2:7][CH2:6][N:5]([C:9]([O:11][C:12]([CH3:15])([CH3:14])[CH3:13])=[O:10])[CH2:4][CH2:3]1.C([N-]C(C)C)(C)C.[Li+].[CH:24](OCC)=[O:25], predict the reaction product. (4) Given the reactants OCCO[C:5]1[CH:14]=[CH:13][C:8]([O:9]CCO)=[CH:7][CH:6]=1.C(N([CH2:20][CH3:21])CC)C, predict the reaction product. The product is: [C:8]1(=[O:9])[C:7]2[C:6]([C:7]3[C:20]([CH:21]=2)=[CH:13][CH:14]=[CH:5][CH:6]=3)=[CH:5][CH:14]=[CH:13]1. (5) Given the reactants [C:1]([C:3]1[C:11]2[C:6](=[CH:7][CH:8]=[CH:9][CH:10]=2)[NH:5][CH:4]=1)#[N:2].Br[C:13]1[O:17][C:16]([CH:18]=[O:19])=[CH:15][CH:14]=1.C(=O)([O-])[O-].[Cs+].[Cs+].O, predict the reaction product. The product is: [CH:18]([C:16]1[O:17][C:13]([N:5]2[C:6]3[C:11](=[CH:10][CH:9]=[CH:8][CH:7]=3)[C:3]([C:1]#[N:2])=[CH:4]2)=[CH:14][CH:15]=1)=[O:19]. (6) Given the reactants [Br:1][C:2]1[CH:7]=[CH:6][C:5](/[CH:8]=[CH:9]/[C:10]2[O:11][CH:12]=[C:13]([CH2:15]Cl)[N:14]=2)=[C:4]([F:17])[CH:3]=1.[CH3:18][S:19]([CH2:22][C:23]1[N:24]([CH2:28][CH2:29][CH2:30][CH2:31][C:32]2[CH:37]=[CH:36][C:35]([OH:38])=[CH:34][CH:33]=2)[CH:25]=[CH:26][N:27]=1)(=[O:21])=[O:20].[H-].[Na+], predict the reaction product. The product is: [Br:1][C:2]1[CH:7]=[CH:6][C:5](/[CH:8]=[CH:9]/[C:10]2[O:11][CH:12]=[C:13]([CH2:15][O:38][C:35]3[CH:34]=[CH:33][C:32]([CH2:31][CH2:30][CH2:29][CH2:28][N:24]4[CH:25]=[CH:26][N:27]=[C:23]4[CH2:22][S:19]([CH3:18])(=[O:21])=[O:20])=[CH:37][CH:36]=3)[N:14]=2)=[C:4]([F:17])[CH:3]=1. (7) The product is: [C:1]([O:5][C:6]([N:8]1[CH2:12][CH2:11][CH2:10][C@H:9]1[CH2:13][O:14][C:15]1[CH:20]=[C:19]([NH:21][C:39]2[N:38]=[CH:37][C:36]3=[CH:35][CH:34]=[C:33]([C:29]4[CH:30]=[CH:31][CH:32]=[C:27]([S:24]([CH3:23])(=[O:26])=[O:25])[CH:28]=4)[N:41]3[N:40]=2)[CH:18]=[CH:17][C:16]=1[Cl:22])=[O:7])([CH3:4])([CH3:2])[CH3:3]. Given the reactants [C:1]([O:5][C:6]([N:8]1[CH2:12][CH2:11][CH2:10][C@H:9]1[CH2:13][O:14][C:15]1[CH:20]=[C:19]([NH2:21])[CH:18]=[CH:17][C:16]=1[Cl:22])=[O:7])([CH3:4])([CH3:3])[CH3:2].[CH3:23][S:24]([C:27]1[CH:28]=[C:29]([C:33]2[N:41]3[C:36]([CH:37]=[N:38][C:39](O)=[N:40]3)=[CH:35][CH:34]=2)[CH:30]=[CH:31][CH:32]=1)(=[O:26])=[O:25], predict the reaction product. (8) Given the reactants [C:1]([CH2:3]P(=O)(OCC)OCC)#[N:2].[H-].[Na+].[CH2:14]1[C:18]2=[C:19]3[C:25](=O)[CH2:24][CH2:23][C:20]3=[N:21][CH:22]=[C:17]2[O:16][CH2:15]1, predict the reaction product. The product is: [CH2:14]1[C:18]2=[C:19]3[C:20]([CH2:23][CH2:24]/[C:25]/3=[CH:3]\[C:1]#[N:2])=[N:21][CH:22]=[C:17]2[O:16][CH2:15]1. (9) Given the reactants Cl[C:2]1[CH:11]=[CH:10][C:9]2[C:4](=[CH:5][CH:6]=[C:7]([N+:12]([O-])=O)[CH:8]=2)[N:3]=1.[CH3:15][CH:16]1[CH2:20][C:19]2[CH:21]=[CH:22][CH:23]=[C:24]([NH2:25])[C:18]=2[O:17]1.[CH:26]([N:29]=[C:30]=[O:31])([CH3:28])[CH3:27], predict the reaction product. The product is: [CH:26]([NH:29][C:30]([NH:12][C:7]1[CH:8]=[C:9]2[C:4](=[CH:5][CH:6]=1)[N:3]=[C:2]([NH:25][C:24]1[C:18]3[O:17][CH:16]([CH3:15])[CH2:20][C:19]=3[CH:21]=[CH:22][CH:23]=1)[CH:11]=[CH:10]2)=[O:31])([CH3:28])[CH3:27]. (10) Given the reactants [NH2:1][C:2]1[CH:7]=[CH:6][C:5]([N:8]2[C:12]([NH:13][C:14]([NH:16][C:17]3[CH:22]=[CH:21][C:20]([O:23][C:24]4[CH:29]=[CH:28][N:27]=[CH:26][CH:25]=4)=[CH:19][CH:18]=3)=[O:15])=[CH:11][C:10]([C:30]([CH3:33])([CH3:32])[CH3:31])=[N:9]2)=[CH:4][CH:3]=1.[CH3:34][C:35]1([CH3:42])[CH2:40][C:39](=[O:41])[O:38][C:36]1=[O:37], predict the reaction product. The product is: [C:30]([C:10]1[CH:11]=[C:12]([NH:13][C:14]([NH:16][C:17]2[CH:22]=[CH:21][C:20]([O:23][C:24]3[CH:25]=[CH:26][N:27]=[CH:28][CH:29]=3)=[CH:19][CH:18]=2)=[O:15])[N:8]([C:5]2[CH:6]=[CH:7][C:2]([NH:1][C:39](=[O:41])[CH2:40][C:35]([CH3:42])([CH3:34])[C:36]([OH:38])=[O:37])=[CH:3][CH:4]=2)[N:9]=1)([CH3:33])([CH3:32])[CH3:31].